From a dataset of Forward reaction prediction with 1.9M reactions from USPTO patents (1976-2016). Predict the product of the given reaction. The product is: [Br:1][C:2]1[CH:3]=[CH:4][C:5]([C:8]([N:11]2[CH2:16][CH2:15][C:14]([CH2:23][C:24]([OH:25])([CH2:26][CH3:31])[CH3:27])([C:17]3[CH:18]=[CH:19][CH:20]=[CH:21][CH:22]=3)[O:13][C:12]2=[O:28])([CH3:9])[CH3:10])=[CH:6][CH:7]=1. Given the reactants [Br:1][C:2]1[CH:7]=[CH:6][C:5]([C:8]([N:11]2[CH2:16][CH2:15][C:14]([CH2:23][C:24]3([CH3:27])[CH2:26][O:25]3)([C:17]3[CH:22]=[CH:21][CH:20]=[CH:19][CH:18]=3)[O:13][C:12]2=[O:28])([CH3:10])[CH3:9])=[CH:4][CH:3]=1.OO.[CH2:31]1COCC1, predict the reaction product.